This data is from Forward reaction prediction with 1.9M reactions from USPTO patents (1976-2016). The task is: Predict the product of the given reaction. (1) Given the reactants [C:1]([O:5][C:6]([NH:8][C@@H:9]([CH2:13][CH:14]=[CH2:15])[C:10]([OH:12])=O)=[O:7])([CH3:4])([CH3:3])[CH3:2].[CH2:16]([N:23]1[CH2:28][CH2:27][NH:26][CH:25]([CH:29]=[CH2:30])[CH2:24]1)[C:17]1[CH:22]=[CH:21][CH:20]=[CH:19][CH:18]=1.CCN(CC)CC, predict the reaction product. The product is: [CH2:16]([N:23]1[CH2:28][CH2:27][N:26]([C:10]([C@@H:9]([NH:8][C:6](=[O:7])[O:5][C:1]([CH3:2])([CH3:3])[CH3:4])[CH2:13][CH:14]=[CH2:15])=[O:12])[CH:25]([CH:29]=[CH2:30])[CH2:24]1)[C:17]1[CH:18]=[CH:19][CH:20]=[CH:21][CH:22]=1. (2) Given the reactants [Cl:1][C:2]1[CH:3]=[C:4]([CH:16]=[C:17]([Cl:19])[CH:18]=1)[CH2:5][N:6]1[CH2:11][CH2:10][CH:9]([C:12]([OH:14])=[O:13])[CH2:8][C:7]1=[O:15].[CH3:20]O, predict the reaction product. The product is: [Cl:19][C:17]1[CH:16]=[C:4]([CH:3]=[C:2]([Cl:1])[CH:18]=1)[CH2:5][N:6]1[CH2:11][CH2:10][CH:9]([C:12]([O:14][CH3:20])=[O:13])[CH2:8][C:7]1=[O:15]. (3) Given the reactants [F:1][C:2]1[C:10]([O:11][CH3:12])=[CH:9][CH:8]=[CH:7][C:3]=1C(O)=O.C([N:16](C(C)C)CC)(C)C.C1(P(N=[N+]=[N-])(C2C=CC=CC=2)=O)C=CC=CC=1.C(OCC)(=O)C, predict the reaction product. The product is: [F:1][C:2]1[C:10]([O:11][CH3:12])=[CH:9][CH:8]=[CH:7][C:3]=1[NH2:16]. (4) Given the reactants [NH:1]1[C:9]2[CH:8]=[CH:7][CH:6]=[C:5]([CH:10]=[O:11])[C:4]=2[CH:3]=[CH:2]1.[H-].[Na+].[CH2:14](I)[CH3:15].O, predict the reaction product. The product is: [CH2:14]([N:1]1[C:9]2[CH:8]=[CH:7][CH:6]=[C:5]([CH:10]=[O:11])[C:4]=2[CH:3]=[CH:2]1)[CH3:15].